From a dataset of Catalyst prediction with 721,799 reactions and 888 catalyst types from USPTO. Predict which catalyst facilitates the given reaction. (1) Reactant: [N:1]1([CH2:7][CH2:8][N:9]2[C:13](=[O:14])[C:12]34[CH2:30][N:29](S(C5C=CC=CC=5[N+]([O-])=O)(=O)=O)[CH2:28][C@H:15]3[CH2:16][C@@H:17]([C:18]3[CH:19]=[N:20][C:21]5[C:26]([CH:27]=3)=[CH:25][CH:24]=[CH:23][CH:22]=5)[N:11]4[C:10]2=[O:43])[CH2:6][CH2:5][O:4][CH2:3][CH2:2]1.[S-]C1C=CC=CC=1.[Na+]. Product: [N:1]1([CH2:7][CH2:8][N:9]2[C:13](=[O:14])[C:12]34[CH2:30][NH:29][CH2:28][C@H:15]3[CH2:16][C@@H:17]([C:18]3[CH:19]=[N:20][C:21]5[C:26]([CH:27]=3)=[CH:25][CH:24]=[CH:23][CH:22]=5)[N:11]4[C:10]2=[O:43])[CH2:2][CH2:3][O:4][CH2:5][CH2:6]1. The catalyst class is: 3. (2) Reactant: [S:1]1[C:5]2[CH:6]=[CH:7][CH:8]=[CH:9][C:4]=2[N:3]=[C:2]1[O:10][C:11]1[CH:12]=[CH:13][C:14]2[O:18][C:17]([CH2:19]O)=[CH:16][C:15]=2[CH:21]=1.CCN(C(C)C)C(C)C.S(Cl)([Cl:33])=O. Product: [Cl:33][CH2:19][C:17]1[O:18][C:14]2[CH:13]=[CH:12][C:11]([O:10][C:2]3[S:1][C:5]4[CH:6]=[CH:7][CH:8]=[CH:9][C:4]=4[N:3]=3)=[CH:21][C:15]=2[CH:16]=1. The catalyst class is: 2. (3) The catalyst class is: 3. Reactant: [NH:1]1[CH:5]=[CH:4][N:3]=[C:2]1[C@H:6]1[C@H:15]2[CH2:16][CH2:17][N:18]([C:19]([C@H:21]3[CH2:26][CH2:25][CH2:24][CH2:23][C@H:22]3[NH:27][C:28](=[O:35])[C:29]3[CH:34]=[CH:33][CH:32]=[CH:31][CH:30]=3)=[O:20])[C@H:14]2[C:13]2[CH:12]=[CH:11][CH:10]=[CH:9][C:8]=2[NH:7]1.[H-].[Na+].[CH3:38]I.O. Product: [CH3:38][N:1]1[CH:5]=[CH:4][N:3]=[C:2]1[C@H:6]1[C@H:15]2[CH2:16][CH2:17][N:18]([C:19]([C@H:21]3[CH2:26][CH2:25][CH2:24][CH2:23][C@H:22]3[NH:27][C:28](=[O:35])[C:29]3[CH:30]=[CH:31][CH:32]=[CH:33][CH:34]=3)=[O:20])[C@H:14]2[C:13]2[CH:12]=[CH:11][CH:10]=[CH:9][C:8]=2[NH:7]1. (4) Reactant: [N+:1]([C:4]1[CH:5]=[C:6]2[C:11](=[CH:12][CH:13]=1)[NH:10][C:9](=[O:14])[N:8]([CH2:15][CH:16]1[CH2:19][O:18][CH2:17]1)[C:7]2=[O:20])([O-:3])=[O:2].C(=O)([O-])[O-].[K+].[K+].[CH2:27](I)[CH3:28].O. Product: [CH2:27]([N:10]1[C:11]2[C:6](=[CH:5][C:4]([N+:1]([O-:3])=[O:2])=[CH:13][CH:12]=2)[C:7](=[O:20])[N:8]([CH2:15][CH:16]2[CH2:17][O:18][CH2:19]2)[C:9]1=[O:14])[CH3:28]. The catalyst class is: 3. (5) Reactant: [CH3:1][N:2]1[C:6]2[C:7]([O:23][C@@H:24]([C@H:26]3[CH2:30][NH:29][C:28](=[O:31])[CH2:27]3)[CH3:25])=[N:8][C:9]([C:11]3[CH:16]=[CH:15][C:14]([N:17]4[CH2:22][CH2:21][NH:20][CH2:19][CH2:18]4)=[CH:13][N:12]=3)=[CH:10][C:5]=2[N:4]=[CH:3]1.[C:32](OC(=O)C)(=[O:34])[CH3:33]. Product: [C:32]([N:20]1[CH2:21][CH2:22][N:17]([C:14]2[CH:15]=[CH:16][C:11]([C:9]3[N:8]=[C:7]([O:23][C@@H:24]([C@H:26]4[CH2:30][NH:29][C:28](=[O:31])[CH2:27]4)[CH3:25])[C:6]4[N:2]([CH3:1])[CH:3]=[N:4][C:5]=4[CH:10]=3)=[N:12][CH:13]=2)[CH2:18][CH2:19]1)(=[O:34])[CH3:33]. The catalyst class is: 2. (6) Reactant: Br[C:2]1[C:3]([N:21]([CH3:26])[S:22]([CH3:25])(=[O:24])=[O:23])=[CH:4][C:5]2[O:9][C:8]([C:10]3[O:11][C:12]([CH3:15])=[N:13][N:14]=3)=[C:7]([C:16]([NH:18][CH3:19])=[O:17])[C:6]=2[CH:20]=1.[F:27][C:28]1[C:29]2[CH:30]=[C:31]3[C:40]4[N:41]=[C:42]([Sn](C)(C)C)[CH:43]=[CH:44][C:39]=4[O:38][CH2:37][N:32]3[C:33]=2[CH:34]=[CH:35][CH:36]=1.[Li+].[Cl-]. Product: [F:27][C:28]1[C:29]2[CH:30]=[C:31]3[C:40]4[N:41]=[C:42]([C:2]5[C:3]([N:21]([CH3:26])[S:22]([CH3:25])(=[O:24])=[O:23])=[CH:4][C:5]6[O:9][C:8]([C:10]7[O:11][C:12]([CH3:15])=[N:13][N:14]=7)=[C:7]([C:16]([NH:18][CH3:19])=[O:17])[C:6]=6[CH:20]=5)[CH:43]=[CH:44][C:39]=4[O:38][CH2:37][N:32]3[C:33]=2[CH:34]=[CH:35][CH:36]=1. The catalyst class is: 41. (7) Reactant: [F:1][C:2]1[CH:7]=[CH:6][C:5]([C:8]2[N:9]=[C:10]3[N:14]([C:15]=2[C:16]2[CH:17]=[CH:18][C:19]4[N:20]([C:22]([C@H:25]5[CH2:30][CH2:29][C@H:28]([NH:31][C:32](=O)OC(C)(C)C)[CH2:27][CH2:26]5)=[N:23][N:24]=4)[CH:21]=2)[CH:13]=[CH:12][O:11]3)=[CH:4][CH:3]=1.CI.[H-].[Na+].C(O)(C(F)(F)F)=O. Product: [F:1][C:2]1[CH:7]=[CH:6][C:5]([C:8]2[N:9]=[C:10]3[N:14]([C:15]=2[C:16]2[CH:17]=[CH:18][C:19]4[N:20]([C:22]([C@H:25]5[CH2:30][CH2:29][C@H:28]([NH:31][CH3:32])[CH2:27][CH2:26]5)=[N:23][N:24]=4)[CH:21]=2)[CH:13]=[CH:12][O:11]3)=[CH:4][CH:3]=1. The catalyst class is: 1.